Dataset: Reaction yield outcomes from USPTO patents with 853,638 reactions. Task: Predict the reaction yield, written as a fraction of the theoretical maximum amount of product (1.0 means a 100% yield; for example, 0.34 means a 34% yield). (1) The reactants are [Br:1][C:2]1[C:3]([CH3:10])=[C:4]([CH3:9])[C:5](=[O:8])[NH:6][CH:7]=1.[H-].[Na+].[CH3:13]I.[NH4+].[Cl-]. The catalyst is C1COCC1. The product is [Br:1][C:2]1[C:3]([CH3:10])=[C:4]([CH3:9])[C:5](=[O:8])[N:6]([CH3:13])[CH:7]=1. The yield is 0.800. (2) The catalyst is C(Cl)Cl. The product is [CH3:4][S:1]([O:33][CH:10]1[CH2:11][CH:12]([C:13]2[N:17]3[C:18]4[CH:24]=[CH:23][N:22]([CH2:25][O:26][CH2:27][CH2:28][Si:29]([CH3:32])([CH3:31])[CH3:30])[C:19]=4[N:20]=[CH:21][C:16]3=[N:15][N:14]=2)[CH:8]([CH2:6][CH3:7])[CH2:9]1)(=[O:3])=[O:2]. The reactants are [S:1](Cl)([CH3:4])(=[O:3])=[O:2].[CH2:6]([CH:8]1[CH:12]([C:13]2[N:17]3[C:18]4[CH:24]=[CH:23][N:22]([CH2:25][O:26][CH2:27][CH2:28][Si:29]([CH3:32])([CH3:31])[CH3:30])[C:19]=4[N:20]=[CH:21][C:16]3=[N:15][N:14]=2)[CH2:11][C:10](=[O:33])[CH2:9]1)[CH3:7]. The yield is 0.770. (3) The reactants are [OH:1][C@@H:2]1[CH2:6][CH2:5][N:4]([C:7]([O:9][CH2:10][C:11]2[CH:16]=[CH:15][C:14]([N+:17]([O-:19])=[O:18])=[CH:13][CH:12]=2)=[O:8])[CH2:3]1.[CH3:20][S:21](Cl)(=[O:23])=[O:22].C(N(CC)CC)C. The catalyst is C(Cl)Cl. The product is [CH3:20][S:21]([O:1][C@@H:2]1[CH2:6][CH2:5][N:4]([C:7]([O:9][CH2:10][C:11]2[CH:16]=[CH:15][C:14]([N+:17]([O-:19])=[O:18])=[CH:13][CH:12]=2)=[O:8])[CH2:3]1)(=[O:23])=[O:22]. The yield is 0.990. (4) The reactants are [CH2:1]([O:3][C:4](=[O:17])[CH2:5][NH:6][CH2:7][CH2:8][NH:9][C:10]([O:12][C:13]([CH3:16])([CH3:15])[CH3:14])=[O:11])[CH3:2].[N:18]1([CH2:27][C:28](O)=[O:29])[CH:26]=[C:24]([CH3:25])[C:22](=[O:23])[NH:21][C:19]1=[O:20].C(Cl)Cl.C1CCC(N=C=NC2CCCCC2)CC1. The catalyst is CN(C=O)C. The product is [CH2:1]([O:3][C:4](=[O:17])[CH2:5][N:6]([CH2:7][CH2:8][NH:9][C:10]([O:12][C:13]([CH3:16])([CH3:15])[CH3:14])=[O:11])[C:28](=[O:29])[CH2:27][N:18]1[CH:26]=[C:24]([CH3:25])[C:22](=[O:23])[NH:21][C:19]1=[O:20])[CH3:2]. The yield is 0.410. (5) The reactants are [ClH:1].[CH2:2]([C:6]1[N:7]=[C:8]([NH2:11])[NH:9][CH:10]=1)[CH2:3][C:4]#[CH:5].[N:12]([CH2:15][C:16]1[NH:20][C:19]2[CH:21]=[CH:22][CH:23]=[CH:24][C:18]=2[N:17]=1)=[N+:13]=[N-:14]. No catalyst specified. The product is [ClH:1].[ClH:1].[NH:17]1[C:18]2[CH:24]=[CH:23][CH:22]=[CH:21][C:19]=2[N:20]=[C:16]1[CH2:15][N:12]1[CH:5]=[C:4]([CH2:3][CH2:2][C:6]2[N:7]=[C:8]([NH2:11])[NH:9][CH:10]=2)[N:14]=[N:13]1. The yield is 0.480.